The task is: Predict the reactants needed to synthesize the given product.. This data is from Full USPTO retrosynthesis dataset with 1.9M reactions from patents (1976-2016). (1) The reactants are: N1C=[CH:5][CH:4]=[C:3](B(O)O)[CH:2]=1.O.O.P([O-])([O-])([O-])=O.[K+].[K+].[K+].[Cl:20][C:21]1[N:26]=[C:25]2[N:27]([CH:31]3[CH2:36][CH2:35][CH2:34][CH2:33][O:32]3)[N:28]=[C:29](I)[C:24]2=[C:23]([CH:37]([F:39])[F:38])[CH:22]=1.CO[CH2:42][CH2:43][O:44][CH3:45].O. Given the product [Cl:20][C:21]1[N:26]=[C:25]2[N:27]([CH:31]3[CH2:36][CH2:35][CH2:34][CH2:33][O:32]3)[N:28]=[C:29]([C:5]3[CH:4]=[CH:3][CH:2]=[C:43]([O:44][CH3:45])[CH:42]=3)[C:24]2=[C:23]([CH:37]([F:39])[F:38])[CH:22]=1, predict the reactants needed to synthesize it. (2) Given the product [CH3:1][O:2][C:3]1([N+:18]([O-:20])=[O:19])[C:10]([O:11][CH3:12])=[CH:9][CH:8]=[C:5]([CH:6]=[CH2:13])[CH2:4]1, predict the reactants needed to synthesize it. The reactants are: [CH3:1][O:2][C:3]1[CH:4]=[C:5]([CH:8]=[CH:9][C:10]=1[O:11][CH3:12])[CH:6]=O.[C:13]([O-])(=O)C.[NH4+].[N+:18](C)([O-:20])=[O:19]. (3) The reactants are: [NH2:1][C:2]1[N:6]=[CH:5][NH:4][N:3]=1.[C:7]([N+:11]#[C-:12])([CH3:10])([CH3:9])[CH3:8].[CH3:13][O:14][C:15]1[CH:22]=[CH:21][CH:20]=[CH:19][C:16]=1[CH:17]=O. Given the product [C:7]([NH:11][C:12]1[N:3]2[NH:4][CH:5]=[N:6][C:2]2=[N:1][C:17]=1[C:16]1[CH:19]=[CH:20][CH:21]=[CH:22][C:15]=1[O:14][CH3:13])([CH3:10])([CH3:9])[CH3:8], predict the reactants needed to synthesize it. (4) The reactants are: [Cl:1][C:2]1[CH:3]=[CH:4][C:5]([C:18]2[N:22]([CH2:23][CH:24]3[CH2:29][CH2:28][CH2:27][CH2:26][CH2:25]3)[C:21]3[CH:30]=[C:31]([F:35])[C:32]([F:34])=[CH:33][C:20]=3[N:19]=2)=[C:6]([CH:17]=1)[O:7][CH2:8][C:9]1[CH:10]=[C:11]([CH:14]=[CH:15][CH:16]=1)[C:12]#[N:13].[N-:36]=[N+:37]=[N-:38].[Na+].[Cl-].[NH4+]. Given the product [Cl:1][C:2]1[CH:3]=[CH:4][C:5]([C:18]2[N:22]([CH2:23][CH:24]3[CH2:29][CH2:28][CH2:27][CH2:26][CH2:25]3)[C:21]3[CH:30]=[C:31]([F:35])[C:32]([F:34])=[CH:33][C:20]=3[N:19]=2)=[C:6]([O:7][CH2:8][C:9]2[CH:16]=[CH:15][CH:14]=[C:11]([C:12]3[NH:38][N:37]=[N:36][N:13]=3)[CH:10]=2)[CH:17]=1, predict the reactants needed to synthesize it. (5) Given the product [CH:18]1([N:21]2[C:4]([CH:1]3[CH2:3][CH2:2]3)=[N:5][N:6]=[C:7]2[C:9]([C:12]2[CH:17]=[CH:16][CH:15]=[CH:14][N:13]=2)([CH3:11])[CH3:10])[CH2:20][CH2:19]1, predict the reactants needed to synthesize it. The reactants are: [CH:1]1([C:4]2O[C:7]([C:9]([C:12]3[CH:17]=[CH:16][CH:15]=[CH:14][N:13]=3)([CH3:11])[CH3:10])=[N:6][N:5]=2)[CH2:3][CH2:2]1.[CH:18]1([NH2:21])[CH2:20][CH2:19]1. (6) Given the product [Br:1][C:2]1[CH:3]=[C:4]([N:9]2[CH:13]=[CH:12][CH:11]=[N:10]2)[CH:5]=[CH:6][CH:7]=1, predict the reactants needed to synthesize it. The reactants are: [Br:1][C:2]1[CH:7]=[CH:6][CH:5]=[C:4](I)[CH:3]=1.[NH:9]1[CH:13]=[CH:12][CH:11]=[N:10]1.[C@H]1(N)CCCC[C@@H]1N.C(=O)([O-])[O-].[K+].[K+]. (7) Given the product [Br:1][C:2]1[CH:3]=[CH:4][C:5]([C:8]2[CH2:12][C@@H:11]([CH2:13][N:15]3[CH2:19][CH2:18][CH2:17][CH2:16]3)[O:10][N:9]=2)=[N:6][CH:7]=1, predict the reactants needed to synthesize it. The reactants are: [Br:1][C:2]1[CH:3]=[CH:4][C:5]([C:8]2[CH2:12][C@@H:11]([CH2:13]Cl)[O:10][N:9]=2)=[N:6][CH:7]=1.[NH:15]1[CH2:19][CH2:18][CH2:17][CH2:16]1.CS(C)=O. (8) Given the product [O:35]1[C:34]2[CH:38]=[CH:39][C:31]([C:29]([NH:28][CH2:27][CH2:26][CH2:25][O:24][C:19]3[CH:18]=[CH:17][C:16]([S:13]([N:11]([CH3:12])[C:4]4[C:3]([CH3:23])=[CH:2][CH:10]=[CH:9][C:5]=4[C:6]([OH:8])=[O:7])(=[O:14])=[O:15])=[CH:21][CH:20]=3)=[O:30])=[CH:32][C:33]=2[O:37][CH2:36]1, predict the reactants needed to synthesize it. The reactants are: C[C:2]1[CH:10]=[CH:9][C:5]([C:6]([OH:8])=[O:7])=[C:4]([N:11]([S:13]([C:16]2[CH:21]=[CH:20][C:19](F)=[CH:18][CH:17]=2)(=[O:15])=[O:14])[CH3:12])[C:3]=1[CH3:23].[OH:24][CH2:25][CH2:26][CH2:27][NH:28][C:29]([C:31]1[CH:39]=[CH:38][C:34]2[O:35][CH2:36][O:37][C:33]=2[CH:32]=1)=[O:30]. (9) Given the product [NH2:3][C:2]([N:15]1[CH2:14][CH2:13][C:12]2[C:17](=[CH:18][CH:19]=[C:10]([C:8]([O:7][CH3:6])=[O:9])[CH:11]=2)[CH2:16]1)=[S:1], predict the reactants needed to synthesize it. The reactants are: [S-:1][C:2]#[N:3].[NH4+].Cl.[CH3:6][O:7][C:8]([C:10]1[CH:11]=[C:12]2[C:17](=[CH:18][CH:19]=1)[CH2:16][NH:15][CH2:14][CH2:13]2)=[O:9].C1COCC1. (10) The reactants are: [C:1]([CH2:4][C:5]1[CH:10]=[C:9]([F:11])[CH:8]=[CH:7][C:6]=1[S:12][C:13]1[CH:21]=[CH:20][C:19]([F:22])=[CH:18][C:14]=1[C:15](O)=[O:16])(O)=[O:2].C(C1C=CC=C([N+]([O-])=O)C=1SC1C=CC(F)=CC=1C(O)=O)(O)=O.B. Given the product [F:11][C:9]1[CH:8]=[CH:7][C:6]([S:12][C:13]2[CH:21]=[CH:20][C:19]([F:22])=[CH:18][C:14]=2[CH2:15][OH:16])=[C:5]([CH2:4][CH2:1][OH:2])[CH:10]=1, predict the reactants needed to synthesize it.